This data is from Reaction yield outcomes from USPTO patents with 853,638 reactions. The task is: Predict the reaction yield, written as a fraction of the theoretical maximum amount of product (1.0 means a 100% yield; for example, 0.34 means a 34% yield). (1) The reactants are [Br:1][C:2]1[CH:3]=[C:4]2[C:9](=[CH:10][C:11]=1[O:12]C(=O)C)[O:8][C:7](=[O:16])[CH:6]=[C:5]2[CH:17]=[N+:18]=[N-:19]. The catalyst is CO.[Zn]. The product is [Br:1][C:2]1[CH:3]=[C:4]2[C:9](=[CH:10][C:11]=1[OH:12])[O:8][C:7](=[O:16])[CH:6]=[C:5]2[CH:17]=[N+:18]=[N-:19]. The yield is 1.00. (2) The yield is 0.950. The catalyst is C(Cl)Cl. The product is [CH3:13][O:12][C:3]1[CH:4]=[C:5]([CH2:8][C:9]([OH:11])=[O:10])[CH:6]=[CH:7][C:2]=1[O:1][S:14]([C:17]([F:20])([F:19])[F:18])(=[O:16])=[O:15]. The reactants are [OH:1][C:2]1[CH:7]=[CH:6][C:5]([CH2:8][C:9]([OH:11])=[O:10])=[CH:4][C:3]=1[O:12][CH3:13].[S:14](O[S:14]([C:17]([F:20])([F:19])[F:18])(=[O:16])=[O:15])([C:17]([F:20])([F:19])[F:18])(=[O:16])=[O:15].